Task: Predict the product of the given reaction.. Dataset: Forward reaction prediction with 1.9M reactions from USPTO patents (1976-2016) (1) Given the reactants [Cl:1][C:2]1[CH:7]=[CH:6][C:5]([OH:8])=[C:4]([CH:9]2[CH2:13][CH2:12][CH2:11][CH2:10]2)[CH:3]=1.C(N(CC)CC)C.Cl[C:22]([O:24][CH3:25])=[O:23], predict the reaction product. The product is: [C:22](=[O:23])([O:24][CH3:25])[O:8][C:5]1[CH:6]=[CH:7][C:2]([Cl:1])=[CH:3][C:4]=1[CH:9]1[CH2:13][CH2:12][CH2:11][CH2:10]1. (2) Given the reactants C(O[C:4](=[O:20])[CH:5]([C:11]1[C:16]([F:17])=[CH:15][C:14]([F:18])=[CH:13][C:12]=1[F:19])[C:6]([O:8]CC)=O)C.Cl.[N:22]1[CH:27]=[CH:26][N:25]=[CH:24][C:23]=1[C:28]([NH2:30])=[NH:29].C(=O)([O-])[O-].[K+].[K+].Cl, predict the reaction product. The product is: [N:22]1[CH:27]=[CH:26][N:25]=[CH:24][C:23]=1[C:28]1[N:30]=[C:4]([OH:20])[C:5]([C:11]2[C:12]([F:19])=[CH:13][C:14]([F:18])=[CH:15][C:16]=2[F:17])=[C:6]([OH:8])[N:29]=1. (3) Given the reactants [CH:1]1([C:4]2[CH:5]=[CH:6][C:7]([N+:26]([O-])=O)=[C:8]([NH:10][CH:11]3[CH2:16][CH2:15][N:14]([C@H:17]4[CH2:22][CH2:21][C@H:20]([O:23][CH2:24][CH3:25])[CH2:19][CH2:18]4)[CH2:13][CH2:12]3)[CH:9]=2)[CH2:3][CH2:2]1.O.NN, predict the reaction product. The product is: [CH:1]1([C:4]2[CH:9]=[C:8]([NH:10][CH:11]3[CH2:12][CH2:13][N:14]([C@H:17]4[CH2:22][CH2:21][C@H:20]([O:23][CH2:24][CH3:25])[CH2:19][CH2:18]4)[CH2:15][CH2:16]3)[C:7]([NH2:26])=[CH:6][CH:5]=2)[CH2:2][CH2:3]1. (4) The product is: [Br:44][C:18]1[C:19]([C@@H:22]2[C@:27]([C:29]3[CH:34]=[CH:33][C:32]([F:35])=[C:31]([F:36])[CH:30]=3)([OH:28])[CH2:26][CH2:25][N:24]([C:37]([O:39][C:40]([CH3:43])([CH3:42])[CH3:41])=[O:38])[CH2:23]2)=[N:20][O:21][C:17]=1[C:12]1[CH:13]=[CH:14][CH:15]=[CH:16][C:11]=1[CH2:10][CH2:9][NH:8][C:6](=[O:7])[CH2:5][OH:4]. Given the reactants C([O:4][CH2:5][C:6]([NH:8][CH2:9][CH2:10][C:11]1[CH:16]=[CH:15][CH:14]=[CH:13][C:12]=1[C:17]1[O:21][N:20]=[C:19]([C@@H:22]2[C@:27]([C:29]3[CH:34]=[CH:33][C:32]([F:35])=[C:31]([F:36])[CH:30]=3)([OH:28])[CH2:26][CH2:25][N:24]([C:37]([O:39][C:40]([CH3:43])([CH3:42])[CH3:41])=[O:38])[CH2:23]2)[C:18]=1[Br:44])=[O:7])(=O)C.[Li+].[OH-], predict the reaction product.